Task: Predict which catalyst facilitates the given reaction.. Dataset: Catalyst prediction with 721,799 reactions and 888 catalyst types from USPTO (1) Reactant: [CH2:1]([C@H:3]([NH:10][C:11]([C:13]1[C:22]2[C:17](=[CH:18][CH:19]=[CH:20][CH:21]=2)[N:16]=[C:15]([C:23]2[CH:28]=[CH:27][CH:26]=[CH:25][CH:24]=2)[C:14]=1[O:29][CH2:30][CH2:31][NH2:32])=[O:12])[C:4]1[CH:9]=[CH:8][CH:7]=[CH:6][CH:5]=1)[CH3:2].[C:33]1(=[O:39])[O:38][C:36](=[O:37])[CH:35]=[CH:34]1. Product: [CH2:1]([C@H:3]([NH:10][C:11]([C:13]1[C:22]2[C:17](=[CH:18][CH:19]=[CH:20][CH:21]=2)[N:16]=[C:15]([C:23]2[CH:24]=[CH:25][CH:26]=[CH:27][CH:28]=2)[C:14]=1[O:29][CH2:30][CH2:31][NH:32][C:33](=[O:39])/[CH:34]=[CH:35]\[C:36]([OH:38])=[O:37])=[O:12])[C:4]1[CH:9]=[CH:8][CH:7]=[CH:6][CH:5]=1)[CH3:2]. The catalyst class is: 11. (2) Reactant: [F:1][C:2]1[C:7]([N+:8]([O-:10])=[O:9])=[CH:6][C:5]([OH:11])=[C:4]([CH3:12])[CH:3]=1.[CH3:13][CH:14](O)[CH3:15].C1(P(C2C=CC=CC=2)C2C=CC=CN=2)C=CC=CC=1.N(C(OC(C)(C)C)=O)=NC(OC(C)(C)C)=O.Cl. Product: [CH3:13][CH:14]([O:11][C:5]1[CH:6]=[C:7]([N+:8]([O-:10])=[O:9])[C:2]([F:1])=[CH:3][C:4]=1[CH3:12])[CH3:15]. The catalyst class is: 365.